This data is from Forward reaction prediction with 1.9M reactions from USPTO patents (1976-2016). The task is: Predict the product of the given reaction. Given the reactants [CH:1]1([S:4]([C:7]2[CH:12]=[CH:11][C:10]([CH:13]([C:21]3[NH:25][C:24]([C:26]4[N:31]=[CH:30][C:29]([CH:32]([OH:35])[CH2:33][OH:34])=[CH:28][CH:27]=4)=[CH:23][CH:22]=3)[CH2:14][CH:15]3[CH2:20][CH2:19][O:18][CH2:17][CH2:16]3)=[CH:9][CH:8]=2)(=[O:6])=[O:5])[CH2:3][CH2:2]1.[C:36]([O:40][C:41]([NH:43][CH2:44][C:45](O)=[O:46])=[O:42])([CH3:39])([CH3:38])[CH3:37].Cl.C(N=C=NCCCN(C)C)C.ON1C2C=CC=CC=2N=N1.CN1CCOCC1, predict the reaction product. The product is: [C:36]([O:40][C:41]([NH:43][CH2:44][C:45]([O:34][CH2:33][CH:32]([C:29]1[CH:30]=[N:31][C:26]([C:24]2[NH:25][C:21]([CH:13]([C:10]3[CH:9]=[CH:8][C:7]([S:4]([CH:1]4[CH2:3][CH2:2]4)(=[O:6])=[O:5])=[CH:12][CH:11]=3)[CH2:14][CH:15]3[CH2:20][CH2:19][O:18][CH2:17][CH2:16]3)=[CH:22][CH:23]=2)=[CH:27][CH:28]=1)[OH:35])=[O:46])=[O:42])([CH3:39])([CH3:38])[CH3:37].